Dataset: Full USPTO retrosynthesis dataset with 1.9M reactions from patents (1976-2016). Task: Predict the reactants needed to synthesize the given product. (1) Given the product [OH:15][C:14]1[N:1]([C:3]2[CH:8]=[C:7]([C:9]#[N:10])[CH:6]=[CH:5][N:4]=2)[N:2]=[C:12]([CH2:19][CH2:20][CH3:21])[CH:13]=1, predict the reactants needed to synthesize it. The reactants are: [NH:1]([C:3]1[CH:8]=[C:7]([C:9]#[N:10])[CH:6]=[CH:5][N:4]=1)[NH2:2].O=[C:12]([CH2:19][CH2:20][CH3:21])[CH2:13][C:14](OCC)=[O:15]. (2) Given the product [C:18]([C:14]1[S:13][C:17]([CH:22]=[O:23])=[CH:16][CH:15]=1)#[N:19], predict the reactants needed to synthesize it. The reactants are: C(NC(C)C)(C)C.C([Li])CCC.[S:13]1[CH:17]=[CH:16][CH:15]=[C:14]1[C:18]#[N:19].CN(C)[CH:22]=[O:23].C(O)(=O)CC(CC(O)=O)(C(O)=O)O. (3) Given the product [CH:1]([C:9]1[CH:10]=[C:11]2[C:16](=[CH:17][CH:18]=1)[CH2:15][C@H:14]([NH:19][C:20](=[O:26])[O:21][C:22]([CH3:25])([CH3:24])[CH3:23])[CH2:13][CH2:12]2)=[CH2:3], predict the reactants needed to synthesize it. The reactants are: [C:1](O)([C:3](F)(F)F)=O.Br[C:9]1[CH:10]=[C:11]2[C:16](=[CH:17][CH:18]=1)[CH2:15][C@H:14]([NH:19][C:20](=[O:26])[O:21][C:22]([CH3:25])([CH3:24])[CH3:23])[CH2:13][CH2:12]2. (4) Given the product [P:35]([O:23][CH2:22][C@H:21]1[O:24][C@@H:16]([N:15]2[C:25]3[N:26]=[C:9]([C:8]#[C:7][CH2:6][CH2:5][CH2:4][CH2:3][C:1]#[N:2])[N:10]=[C:11]([NH2:27])[C:12]=3[N:13]=[CH:14]2)[C@H:17]([OH:18])[C@@H:19]1[OH:20])([O-:40])([O-:37])=[O:36].[CH2:9]([NH+:10]([CH2:44][CH3:45])[CH2:11][CH3:12])[CH3:8].[CH2:16]([NH+:15]([CH2:25][CH3:12])[CH2:14][CH3:38])[CH3:17], predict the reactants needed to synthesize it. The reactants are: [C:1]([CH2:3][CH2:4][CH2:5][CH2:6][C:7]#[C:8][C:9]1[N:10]=[C:11]([NH2:27])[C:12]2[N:13]=[CH:14][N:15]([C:25]=2[N:26]=1)[C@@H:16]1[O:24][C@H:21]([CH2:22][OH:23])[C@@H:19]([OH:20])[C@H:17]1[OH:18])#[N:2].P(Cl)(Cl)(Cl)=O.[OH-].[Na+].[P:35](O[CH2:44][CH3:45])([O:40]CC)([O:37][CH2:38]C)=[O:36].